This data is from Forward reaction prediction with 1.9M reactions from USPTO patents (1976-2016). The task is: Predict the product of the given reaction. (1) Given the reactants N1C=CC=CC=1C1C=CC=CN=1.[S:13]([C:22]1[CH:28]=[CH:27][CH:26]=[CH:25][C:23]=1[NH2:24])[S:13][C:22]1[CH:28]=[CH:27][CH:26]=[CH:25][C:23]=1[NH2:24].Br[C:30]1[CH:38]=[CH:37][C:36]([F:39])=[CH:35][C:31]=1[C:32]([OH:34])=[O:33], predict the reaction product. The product is: [NH2:24][C:23]1[CH:25]=[CH:26][CH:27]=[CH:28][C:22]=1[S:13][C:30]1[CH:38]=[CH:37][C:36]([F:39])=[CH:35][C:31]=1[C:32]([OH:34])=[O:33]. (2) The product is: [C:1]([C:3]1[CH:4]=[C:5]2[C:9](=[CH:10][CH:11]=1)[NH:8][C:7]([OH:12])=[C:6]2[C:13]1[N:14]=[CH:15][C:16]([CH2:19][N:20]2[CH2:24][CH2:23][C@H:22]3[CH2:25][N:26]([C:28]([O:30][CH2:31][CH3:32])=[O:29])[CH2:27][C@@H:21]23)=[CH:17][CH:18]=1)#[N:2]. Given the reactants [C:1]([C:3]1[CH:4]=[C:5]2[C:9](=[CH:10][CH:11]=1)[NH:8][C:7]([OH:12])=[C:6]2[C:13]1[CH:18]=[CH:17][C:16]([CH2:19][N:20]2[CH2:24][CH2:23][C@H:22]3[CH2:25][N:26]([C:28]([O:30][CH2:31][CH3:32])=[O:29])[CH2:27][C@@H:21]23)=[CH:15][N+:14]=1[O-])#[N:2].P(Cl)(Cl)Cl, predict the reaction product. (3) Given the reactants C[Mg]Br.[O:4]=[C:5]1[C:13]2[C:8](=[CH:9][CH:10]=[CH:11][C:12]=2[NH:14]C(=O)C2C=CC=CC=2)[CH:7]=[CH:6]1.[CH3:23][CH2:24]OCC, predict the reaction product. The product is: [NH2:14][C:12]1[CH:11]=[CH:10][CH:9]=[C:8]2[C:13]=1[C:5](=[O:4])[CH2:6][CH:7]2[CH2:23][CH3:24]. (4) Given the reactants Br[CH2:2][C:3]1[N:7]([C:8]2[CH:13]=[CH:12][C:11]([C:14]([NH:16][CH2:17][CH3:18])=[O:15])=[CH:10][CH:9]=2)[N:6]=[N:5][C:4]=1[C:19]([NH:21][CH:22]1[CH2:24][CH2:23]1)=[O:20].[P:25]([O:32]CC)([O:29][CH2:30][CH3:31])[O:26][CH2:27][CH3:28], predict the reaction product. The product is: [CH:22]1([NH:21][C:19]([C:4]2[N:5]=[N:6][N:7]([C:8]3[CH:13]=[CH:12][C:11]([C:14]([NH:16][CH2:17][CH3:18])=[O:15])=[CH:10][CH:9]=3)[C:3]=2[CH2:2][P:25]([O:29][CH2:30][CH3:31])([O:26][CH2:27][CH3:28])=[O:32])=[O:20])[CH2:24][CH2:23]1. (5) Given the reactants C([Si](C)(C)[O:6][C:7]1[C:12]([CH3:13])=[CH:11][C:10]([C:14]2([C:24]3[CH:29]=[C:28]([CH3:30])[C:27]([O:31][Si](C(C)(C)C)(C)C)=[C:26]([CH3:39])[CH:25]=3)[C:22]3[C:17](=[CH:18][CH:19]=[CH:20][CH:21]=3)[NH:16][C:15]2=[O:23])=[CH:9][C:8]=1[CH3:40])(C)(C)C.[F:43][C:44]1[CH:45]=[C:46](B(O)O)[CH:47]=[CH:48][CH:49]=1.C(N(CC)CC)C.[F-].C([N+](CCCC)(CCCC)CCCC)CCC.Cl, predict the reaction product. The product is: [F:43][C:44]1[CH:49]=[C:48]([N:16]2[C:17]3[C:22](=[CH:21][CH:20]=[CH:19][CH:18]=3)[C:14]([C:10]3[CH:9]=[C:8]([CH3:40])[C:7]([OH:6])=[C:12]([CH3:13])[CH:11]=3)([C:24]3[CH:29]=[C:28]([CH3:30])[C:27]([OH:31])=[C:26]([CH3:39])[CH:25]=3)[C:15]2=[O:23])[CH:47]=[CH:46][CH:45]=1. (6) Given the reactants [Cl:1][C:2]1[N:10]=[C:9]2[C:5]([N:6]=[C:7]([CH:13]=O)[N:8]2[CH2:11][CH3:12])=[C:4]([N:15]2[CH2:20][CH2:19][O:18][CH2:17][CH2:16]2)[N:3]=1.[F:21][C:22]1([F:32])[CH2:25][N:24]([CH:26]2[CH2:31][CH2:30][NH:29][CH2:28][CH2:27]2)[CH2:23]1.C(O[BH-](OC(=O)C)OC(=O)C)(=O)C.[Na+].O, predict the reaction product. The product is: [Cl:1][C:2]1[N:10]=[C:9]2[C:5]([N:6]=[C:7]([CH2:13][N:29]3[CH2:30][CH2:31][CH:26]([N:24]4[CH2:23][C:22]([F:32])([F:21])[CH2:25]4)[CH2:27][CH2:28]3)[N:8]2[CH2:11][CH3:12])=[C:4]([N:15]2[CH2:20][CH2:19][O:18][CH2:17][CH2:16]2)[N:3]=1. (7) Given the reactants [NH2:1][C@H:2]([C:5]1[N:14]([C:15]2[CH:20]=[CH:19][CH:18]=[C:17]([CH2:21][C:22]([F:25])([F:24])[F:23])[CH:16]=2)[C:13](=[O:26])[C:12]2[C:7](=[CH:8][CH:9]=[CH:10][C:11]=2[F:27])[N:6]=1)[CH2:3][CH3:4].Br[C:29]1[N:37]=[CH:36][N:35]=[C:34]2[C:30]=1[N:31]=[CH:32][NH:33]2.C(N(C(C)C)CC)(C)C, predict the reaction product. The product is: [N:37]1[C:29]([NH:1][C@H:2]([C:5]2[N:14]([C:15]3[CH:20]=[CH:19][CH:18]=[C:17]([CH2:21][C:22]([F:25])([F:23])[F:24])[CH:16]=3)[C:13](=[O:26])[C:12]3[C:7](=[CH:8][CH:9]=[CH:10][C:11]=3[F:27])[N:6]=2)[CH2:3][CH3:4])=[C:30]2[C:34]([NH:33][CH:32]=[N:31]2)=[N:35][CH:36]=1.